From a dataset of Forward reaction prediction with 1.9M reactions from USPTO patents (1976-2016). Predict the product of the given reaction. (1) The product is: [NH2:1][C:2]1[N:7]([CH3:18])[C:6](=[O:8])[CH:5]=[C:4]([CH2:9][CH2:10][C:11]2[CH:16]=[CH:15][CH:14]=[C:13]([Br:17])[CH:12]=2)[N:3]=1. Given the reactants [NH2:1][C:2]1[NH:7][C:6](=[O:8])[CH:5]=[C:4]([CH2:9][CH2:10][C:11]2[CH:16]=[CH:15][CH:14]=[C:13]([Br:17])[CH:12]=2)[N:3]=1.[C:18](=O)([O-])[O-].[K+].[K+].IC.O, predict the reaction product. (2) Given the reactants [CH3:1][O:2][C:3]1[CH:8]=[CH:7][C:6]([CH2:9][C:10]([OH:12])=[O:11])=[CH:5][CH:4]=1.OS(O)(=O)=O.[CH3:18]O, predict the reaction product. The product is: [CH3:1][O:2][C:3]1[CH:4]=[CH:5][C:6]([CH2:9][C:10]([O:12][CH3:18])=[O:11])=[CH:7][CH:8]=1. (3) Given the reactants [Br:1][C:2]1[CH:7]=[CH:6][C:5]([SH:8])=[C:4]([Cl:9])[CH:3]=1.P(OC1C=CC=CC=1)(OC1C=CC=CC=1)(O[CH2:13][CH2:14][C:15]([CH3:17])=[CH2:16])=O, predict the reaction product. The product is: [Br:1][C:2]1[CH:7]=[CH:6][C:5]([S:8][CH2:13][CH2:14][C:15]([CH3:17])=[CH2:16])=[C:4]([Cl:9])[CH:3]=1. (4) Given the reactants [Cl:1][C:2]1[CH:7]=[CH:6][C:5]([N:8]([S:15]([C:18]2[CH:23]=[CH:22][C:21]([O:24][CH3:25])=[C:20]([O:26][CH3:27])[CH:19]=2)(=[O:17])=[O:16])[C@H:9]([C:11](OC)=[O:12])[CH3:10])=[C:4]([CH2:28][C:29]2[C:34]([F:35])=[CH:33][CH:32]=[CH:31][C:30]=2[F:36])[CH:3]=1.[H-].[Al+3].[Li+].[H-].[H-].[H-].[OH-].[Na+], predict the reaction product. The product is: [Cl:1][C:2]1[CH:7]=[CH:6][C:5]([N:8]([CH:9]([CH3:10])[CH2:11][OH:12])[S:15]([C:18]2[CH:23]=[CH:22][C:21]([O:24][CH3:25])=[C:20]([O:26][CH3:27])[CH:19]=2)(=[O:17])=[O:16])=[C:4]([CH2:28][C:29]2[C:34]([F:35])=[CH:33][CH:32]=[CH:31][C:30]=2[F:36])[CH:3]=1.